Dataset: Peptide-MHC class I binding affinity with 185,985 pairs from IEDB/IMGT. Task: Regression. Given a peptide amino acid sequence and an MHC pseudo amino acid sequence, predict their binding affinity value. This is MHC class I binding data. (1) The peptide sequence is EFFDTEPQL. The MHC is HLA-A02:01 with pseudo-sequence HLA-A02:01. The binding affinity (normalized) is 0.0847. (2) The peptide sequence is FLRSSSAIE. The MHC is HLA-B15:02 with pseudo-sequence YYAMYRNISTNTYESNLYIRYDSYTWAELAYLWY. The binding affinity (normalized) is 0.0847. (3) The peptide sequence is LLMRTSWAL. The MHC is HLA-A02:06 with pseudo-sequence HLA-A02:06. The binding affinity (normalized) is 0.767. (4) The peptide sequence is LTITYSSSM. The MHC is HLA-A26:02 with pseudo-sequence HLA-A26:02. The binding affinity (normalized) is 0.936. (5) The peptide sequence is KRWAFRTGV. The MHC is HLA-A31:01 with pseudo-sequence HLA-A31:01. The binding affinity (normalized) is 0.323. (6) The binding affinity (normalized) is 0.379. The MHC is HLA-A68:01 with pseudo-sequence HLA-A68:01. The peptide sequence is RTRDIYISR.